This data is from Forward reaction prediction with 1.9M reactions from USPTO patents (1976-2016). The task is: Predict the product of the given reaction. (1) Given the reactants Br[C:2]1[C:3]([CH3:13])=[N:4][CH:5]=[C:6]([O:8][CH2:9][CH2:10][O:11][CH3:12])[CH:7]=1.CC1(C)C(C)(C)OB([C:22]2[C:23]3[CH:30]=[C:29]([CH2:31][OH:32])[CH:28]=[CH:27][C:24]=3[S:25][CH:26]=2)O1.C([O-])([O-])=O.[Cs+].[Cs+], predict the reaction product. The product is: [CH3:12][O:11][CH2:10][CH2:9][O:8][C:6]1[CH:7]=[C:2]([C:22]2[C:23]3[CH:30]=[C:29]([CH2:31][OH:32])[CH:28]=[CH:27][C:24]=3[S:25][CH:26]=2)[C:3]([CH3:13])=[N:4][CH:5]=1. (2) Given the reactants [Cl:1][C:2]1[CH:3]=[C:4]2[N:28]=[C:27]([O:29][C@@H:30]3[CH2:34][O:33][C@@H:32]4[C@H:35]([OH:38])[CH2:36][O:37][C@H:31]34)[N:26](COCC[Si](C)(C)C)[C:5]2=[N:6][C:7]=1[C:8]1[CH:13]=[CH:12][C:11]([C:14]2[CH:19]=[CH:18][CH:17]=[C:16]([CH2:20][N:21]=[S:22]([CH3:25])([CH3:24])=[O:23])[CH:15]=2)=[CH:10][CH:9]=1.CO.FC(F)(F)C(O)=O, predict the reaction product. The product is: [Cl:1][C:2]1[CH:3]=[C:4]2[N:28]=[C:27]([O:29][C@@H:30]3[CH2:34][O:33][C@@H:32]4[C@H:35]([OH:38])[CH2:36][O:37][C@H:31]34)[NH:26][C:5]2=[N:6][C:7]=1[C:8]1[CH:9]=[CH:10][C:11]([C:14]2[CH:19]=[CH:18][CH:17]=[C:16]([CH2:20][N:21]=[S:22]([CH3:25])([CH3:24])=[O:23])[CH:15]=2)=[CH:12][CH:13]=1. (3) Given the reactants BrC1N(C(NC2C=CC=CC=2)=O)C(C2C=CN=C3NC(C4C=CC(N(C)C)=CC=4)=NC=23)CNC1.[Br:35][C:36]1[C:37]([N:46]2[CH2:51][CH2:50][N:49]([CH2:52][C:53]3[CH:54]=[N:55][CH:56]=[CH:57][CH:58]=3)[CH2:48][CH2:47]2)=[C:38]([N+:43]([O-])=O)[C:39]([NH2:42])=[N:40][CH:41]=1.[O-]S(S([O-])=O)=O.[Na+].[Na+].O=[CH:68][CH2:69][CH2:70][NH:71][C:72](=[O:78])[O:73][C:74]([CH3:77])([CH3:76])[CH3:75], predict the reaction product. The product is: [Br:35][C:36]1[C:37]([N:46]2[CH2:51][CH2:50][N:49]([CH2:52][C:53]3[CH:54]=[N:55][CH:56]=[CH:57][CH:58]=3)[CH2:48][CH2:47]2)=[C:38]2[N:43]=[C:68]([CH2:69][CH2:70][NH:71][C:72](=[O:78])[O:73][C:74]([CH3:77])([CH3:76])[CH3:75])[NH:42][C:39]2=[N:40][CH:41]=1.